Task: Predict the reactants needed to synthesize the given product.. Dataset: Full USPTO retrosynthesis dataset with 1.9M reactions from patents (1976-2016) (1) The reactants are: [Na+].[P:2]([O:6][CH2:7][C@H:8]1[O:12][C@@H:11]([N:13]2[C:22]3[N:21]=[CH:20][N:19]=[C:17]([NH2:18])[C:16]=3[N:15]=[CH:14]2)[C@H:10]([OH:23])[C@@H:9]1[OH:24])([O-:5])([O-:4])=[O:3].[Na+].[NH+]1C=CC=C[CH:27]=1.C(N(CCCC)CCCC)CCC.IC. Given the product [P:2]([O:6][CH2:7][C@H:8]1[O:12][C@@H:11]([N:13]2[C:22]3[N:21]=[CH:20][N:19]([CH3:27])[C:17](=[NH:18])[C:16]=3[N:15]=[CH:14]2)[C@H:10]([OH:23])[C@@H:9]1[OH:24])([OH:5])([OH:4])=[O:3], predict the reactants needed to synthesize it. (2) Given the product [CH2:16]([O:15][C:13](=[O:14])[CH2:12][O:10][CH2:3][C:4]1[CH:9]=[CH:8][CH:7]=[CH:6][CH:5]=1)[CH3:17], predict the reactants needed to synthesize it. The reactants are: [H-].[Na+].[CH2:3]([OH:10])[C:4]1[CH:9]=[CH:8][CH:7]=[CH:6][CH:5]=1.Br[CH2:12][C:13]([O:15][CH2:16][CH3:17])=[O:14].Cl. (3) The reactants are: [CH:1]1([C:4]([NH:6][C:7]2[CH:8]=[C:9]([C:13]3[CH:22]=[N:21][C:20]4[C:19]([N:23]5[CH2:28][CH2:27][O:26][CH2:25][CH2:24]5)=[N:18][C:17]([C:29]5[CH:30]=[N:31][C:32]([NH:35]C(=O)OC(C)(C)C)=[N:33][CH:34]=5)=[N:16][C:15]=4[CH:14]=3)[CH:10]=[CH:11][CH:12]=2)=[O:5])[CH2:3][CH2:2]1.C(Cl)Cl.FC(F)(F)C(O)=O.CO. Given the product [NH2:35][C:32]1[N:31]=[CH:30][C:29]([C:17]2[N:18]=[C:19]([N:23]3[CH2:24][CH2:25][O:26][CH2:27][CH2:28]3)[C:20]3[N:21]=[CH:22][C:13]([C:9]4[CH:8]=[C:7]([NH:6][C:4]([CH:1]5[CH2:2][CH2:3]5)=[O:5])[CH:12]=[CH:11][CH:10]=4)=[CH:14][C:15]=3[N:16]=2)=[CH:34][N:33]=1, predict the reactants needed to synthesize it. (4) Given the product [C:14]([O:8][C:7]([N:4]1[CH2:5][CH2:6][C@@H:2]([O:1][C:11]2[C:16]([N+:17]([O-:19])=[O:18])=[CH:15][C:14]([C:20]([F:23])([F:22])[F:21])=[CH:13][C:12]=2[N+:24]([O-:26])=[O:25])[CH2:3]1)=[O:9])([CH3:20])([CH3:15])[CH3:13], predict the reactants needed to synthesize it. The reactants are: [OH:1][C@@H:2]1[CH2:6][CH2:5][N:4]([C:7]([OH:9])=[O:8])[CH2:3]1.Cl[C:11]1[C:16]([N+:17]([O-:19])=[O:18])=[CH:15][C:14]([C:20]([F:23])([F:22])[F:21])=[CH:13][C:12]=1[N+:24]([O-:26])=[O:25]. (5) Given the product [Cl:1][C:2]1[CH:3]=[CH:4][C:5]2[O:9][C:8]([SH:10])=[C:7]([CH3:20])[C:6]=2[CH:21]=1, predict the reactants needed to synthesize it. The reactants are: [Cl:1][C:2]1[CH:3]=[CH:4][C:5]2[O:9][C:8]([S:10](C3C=CC(=O)NN=3)(=O)=O)=[C:7]([CH3:20])[C:6]=2[CH:21]=1.C([Li])CCC.ClC1C=CC2OC=C(C)C=2C=1.[S]. (6) Given the product [OH:11][C:9]1[C:8]([S:13]([Cl:12])(=[O:15])=[O:14])=[CH:7][N:6]=[C:5]([S:4][CH2:1][CH2:2][CH3:3])[N:10]=1, predict the reactants needed to synthesize it. The reactants are: [CH2:1]([S:4][C:5]1[N:10]=[C:9]([OH:11])[CH:8]=[CH:7][N:6]=1)[CH2:2][CH3:3].[Cl:12][S:13](O)(=[O:15])=[O:14]. (7) Given the product [F:18][C:19]([F:27])([F:28])[C:20]1[CH:26]=[CH:25][C:23]([NH:24][N:10]=[C:11]2[C:12]([NH2:13])=[N:36][N:35]=[C:14]2[NH2:15])=[CH:22][CH:21]=1, predict the reactants needed to synthesize it. The reactants are: FC(F)(F)C1C=CC(N[N:10]=[C:11]([C:14]#[N:15])[C:12]#[N:13])=CC=1.[F:18][C:19]([F:28])([F:27])[C:20]1[CH:26]=[CH:25][C:23]([NH2:24])=[CH:22][CH:21]=1.C(#N)CC#N.O.[NH2:35][NH2:36]. (8) Given the product [Cl:1][C:2]1[N:3]=[CH:4][C:5]([CH2:8][N:23]2[CH:22]=[C:21]3[N:26]=[C:18]([C:12]4[CH:13]=[CH:14][CH:15]=[C:16]([F:17])[C:11]=4[F:10])[N:19]=[C:20]3[CH:25]=[N:24]2)=[CH:6][CH:7]=1, predict the reactants needed to synthesize it. The reactants are: [Cl:1][C:2]1[CH:7]=[CH:6][C:5]([CH2:8]Cl)=[CH:4][N:3]=1.[F:10][C:11]1[C:16]([F:17])=[CH:15][CH:14]=[CH:13][C:12]=1[C:18]1[N:26]=[C:21]2[CH:22]=[N:23][NH:24][CH:25]=[C:20]2[N:19]=1.C([O-])([O-])=O.[K+].[K+].O. (9) Given the product [C:21]([C:25]1[CH:30]=[CH:29][C:28]([C:31]2[CH:32]=[CH:33][C:34]([O:37][CH2:16][CH2:15][CH2:14][O:13][C:10]3[CH:9]=[CH:8][C:7]([CH2:6][C@H:5]([O:18][CH3:19])[C:4]([OH:3])=[O:20])=[CH:12][CH:11]=3)=[CH:35][CH:36]=2)=[CH:27][CH:26]=1)([CH3:24])([CH3:22])[CH3:23], predict the reactants needed to synthesize it. The reactants are: C([O:3][C:4](=[O:20])[C@@H:5]([O:18][CH3:19])[CH2:6][C:7]1[CH:12]=[CH:11][C:10]([O:13][CH2:14][CH2:15][CH2:16]Br)=[CH:9][CH:8]=1)C.[C:21]([C:25]1[CH:30]=[CH:29][C:28]([C:31]2[CH:36]=[CH:35][C:34]([OH:37])=[CH:33][CH:32]=2)=[CH:27][CH:26]=1)([CH3:24])([CH3:23])[CH3:22].[OH-].[Na+].